From a dataset of Forward reaction prediction with 1.9M reactions from USPTO patents (1976-2016). Predict the product of the given reaction. Given the reactants Cl[C:2]1[N:7]=[C:6]([C:8]2[C:9]([C:17]3[CH:18]=[C:19]([NH:23][C:24](=[O:29])[C:25]([F:28])([F:27])[F:26])[CH:20]=[CH:21][CH:22]=3)=[N:10][N:11]3[CH:16]=[CH:15][CH:14]=[CH:13][C:12]=23)[CH:5]=[CH:4][N:3]=1.[CH3:30][N:31]([CH3:42])[CH2:32][CH2:33][O:34][C:35]1[CH:36]=[C:37]([CH:39]=[CH:40][CH:41]=1)[NH2:38], predict the reaction product. The product is: [CH3:30][N:31]([CH3:42])[CH2:32][CH2:33][O:34][C:35]1[CH:36]=[C:37]([NH:38][C:2]2[N:7]=[C:6]([C:8]3[C:9]([C:17]4[CH:18]=[C:19]([NH:23][C:24](=[O:29])[C:25]([F:28])([F:27])[F:26])[CH:20]=[CH:21][CH:22]=4)=[N:10][N:11]4[CH:16]=[CH:15][CH:14]=[CH:13][C:12]=34)[CH:5]=[CH:4][N:3]=2)[CH:39]=[CH:40][CH:41]=1.